Dataset: Forward reaction prediction with 1.9M reactions from USPTO patents (1976-2016). Task: Predict the product of the given reaction. (1) Given the reactants [NH2:1][C:2]1[C:7]([C:8]([C:10]2[CH:15]=[CH:14][C:13]([O:16][CH3:17])=[CH:12][CH:11]=2)=[O:9])=[CH:6][CH:5]=[C:4](Cl)[N:3]=1.FC(F)(F)C(O)=O.[CH3:26][S:27]([N:30]1[CH2:35][CH2:34][CH:33]([NH2:36])[CH2:32][CH2:31]1)(=[O:29])=[O:28], predict the reaction product. The product is: [NH2:1][C:2]1[C:7]([C:8]([C:10]2[CH:15]=[CH:14][C:13]([O:16][CH3:17])=[CH:12][CH:11]=2)=[O:9])=[CH:6][CH:5]=[C:4]([NH:36][CH:33]2[CH2:34][CH2:35][N:30]([S:27]([CH3:26])(=[O:29])=[O:28])[CH2:31][CH2:32]2)[N:3]=1. (2) Given the reactants S(O[CH2:12][C@H:13]1[CH2:18][CH2:17][CH2:16][N:15]([C:19]([O:21][C:22]([CH3:25])([CH3:24])[CH3:23])=[O:20])[CH2:14]1)(C1C=CC(C)=CC=1)(=O)=O.[N-:26]=[N+:27]=[N-:28].[Na+].[Na+].[I-], predict the reaction product. The product is: [N:26]([CH2:12][C@H:13]1[CH2:18][CH2:17][CH2:16][N:15]([C:19]([O:21][C:22]([CH3:25])([CH3:24])[CH3:23])=[O:20])[CH2:14]1)=[N+:27]=[N-:28]. (3) Given the reactants [H-].[Na+].[Cl:3][C:4]1[CH:9]=[C:8]([Cl:10])[C:7]([S:11]([N:14]2[CH2:19][CH2:18][CH2:17][CH2:16][CH2:15]2)(=[O:13])=[O:12])=[CH:6][C:5]=1[CH2:20][OH:21].Cl[CH2:23][C:24]([N:26]([O:28][CH3:29])[CH3:27])=[O:25], predict the reaction product. The product is: [Cl:3][C:4]1[CH:9]=[C:8]([Cl:10])[C:7]([S:11]([N:14]2[CH2:15][CH2:16][CH2:17][CH2:18][CH2:19]2)(=[O:13])=[O:12])=[CH:6][C:5]=1[CH2:20][O:21][CH2:23][C:24]([N:26]([O:28][CH3:29])[CH3:27])=[O:25].